The task is: Predict the product of the given reaction.. This data is from Forward reaction prediction with 1.9M reactions from USPTO patents (1976-2016). (1) Given the reactants [NH2:1][C:2]1[CH:7]=[CH:6][N:5]=[CH:4][CH:3]=1.[Cl:8][C:9]1[CH:14]=[C:13]([Cl:15])[CH:12]=[C:11]([Cl:16])[C:10]=1[N:17]=[C:18]=[O:19], predict the reaction product. The product is: [N:5]1[CH:6]=[CH:7][C:2]([NH:1][C:18]([NH:17][C:10]2[C:11]([Cl:16])=[CH:12][C:13]([Cl:15])=[CH:14][C:9]=2[Cl:8])=[O:19])=[CH:3][CH:4]=1. (2) Given the reactants [CH3:1][C:2]1([CH3:18])[C:11]2[C:6](=[CH:7][CH:8]=[CH:9][CH:10]=2)[C:5]([C:12]2[CH:17]=[CH:16][CH:15]=[CH:14][CH:13]=2)=[N:4][CH2:3]1.[BH4-].[Na+].[NH4+].[Cl-], predict the reaction product. The product is: [CH3:1][C:2]1([CH3:18])[C:11]2[C:6](=[CH:7][CH:8]=[CH:9][CH:10]=2)[CH:5]([C:12]2[CH:17]=[CH:16][CH:15]=[CH:14][CH:13]=2)[NH:4][CH2:3]1. (3) Given the reactants FC(F)(F)S(OS(C(F)(F)F)(=O)=O)(=O)=O.[CH3:16][NH:17][C:18](=O)/[C:19](=[N:26]\[O:27][CH2:28][C:29]1[N:34]=[C:33]([NH:35][C:36](=[O:42])[O:37][CH2:38][CH2:39][C:40]#[CH:41])[CH:32]=[CH:31][CH:30]=1)/[C:20]1[CH:25]=[CH:24][CH:23]=[CH:22][CH:21]=1.N1C=CC=CC=1.[N-:50]=[N+:51]=[N-:52].[Na+], predict the reaction product. The product is: [CH2:38]([O:37][C:36](=[O:42])[NH:35][C:33]1[CH:32]=[CH:31][CH:30]=[C:29]([CH2:28][O:27]/[N:26]=[C:19](\[C:18]2[N:17]([CH3:16])[N:52]=[N:51][N:50]=2)/[C:20]2[CH:25]=[CH:24][CH:23]=[CH:22][CH:21]=2)[N:34]=1)[CH2:39][C:40]#[CH:41]. (4) Given the reactants [NH2:1][C:2]1[S:3][C:4]([C:8]([NH:10][CH2:11][C:12]2[CH:17]=[CH:16][C:15]([F:18])=[CH:14][CH:13]=2)=[O:9])=[C:5]([CH3:7])[N:6]=1.C(N(CC)CC)C.[Br:26][CH2:27][CH2:28][CH2:29][C:30](Cl)=[O:31], predict the reaction product. The product is: [Br:26][CH2:27][CH2:28][CH2:29][C:30]([NH:1][C:2]1[S:3][C:4]([C:8]([NH:10][CH2:11][C:12]2[CH:17]=[CH:16][C:15]([F:18])=[CH:14][CH:13]=2)=[O:9])=[C:5]([CH3:7])[N:6]=1)=[O:31].